This data is from Catalyst prediction with 721,799 reactions and 888 catalyst types from USPTO. The task is: Predict which catalyst facilitates the given reaction. Reactant: [CH3:1][O:2][CH:3]([C:8]1[CH:13]=[CH:12][C:11]([N+:14]([O-])=O)=[CH:10][CH:9]=1)[C:4]([O:6][CH3:7])=[O:5]. Product: [NH2:14][C:11]1[CH:10]=[CH:9][C:8]([CH:3]([O:2][CH3:1])[C:4]([O:6][CH3:7])=[O:5])=[CH:13][CH:12]=1. The catalyst class is: 579.